Dataset: Catalyst prediction with 721,799 reactions and 888 catalyst types from USPTO. Task: Predict which catalyst facilitates the given reaction. (1) Product: [OH:13][CH2:12][CH2:14][NH:15][CH2:11][CH:2]([OH:1])[CH2:3][C:4]1[CH:9]=[CH:8][CH:7]=[CH:6][CH:5]=1. Reactant: [O:1]1[CH2:11][CH:2]1[CH2:3][C:4]12O[CH:5]1[CH:6]=[CH:7][CH:8]=[CH:9]2.[CH2:12]([CH2:14][NH2:15])[OH:13]. The catalyst class is: 6. (2) Reactant: [CH3:1][C:2]1[CH:3]=[C:4]([CH2:11][CH:12]([NH:21][C:22](=[O:31])[O:23][CH2:24][C:25]2[CH:30]=[CH:29][CH:28]=[CH:27][CH:26]=2)[C:13]([NH:15][CH2:16][C:17]([CH3:20])([CH3:19])[CH3:18])=O)[CH:5]=[C:6]2[C:10]=1[NH:9][N:8]=[CH:7]2.P(Cl)(Cl)(Cl)(Cl)Cl.N1C2C(=CC=CC=2)C=CC=1.[N-:48]=[N+:49]=[N-:50].[Na+]. Product: [CH3:1][C:2]1[CH:3]=[C:4]([CH2:11][CH:12]([NH:21][C:22](=[O:31])[O:23][CH2:24][C:25]2[CH:30]=[CH:29][CH:28]=[CH:27][CH:26]=2)[C:13]2[N:15]([CH2:16][C:17]([CH3:20])([CH3:19])[CH3:18])[N:50]=[N:49][N:48]=2)[CH:5]=[C:6]2[C:10]=1[NH:9][N:8]=[CH:7]2. The catalyst class is: 22. (3) Reactant: [CH3:1]OC1C=C(C)C(S(Cl)(=O)=O)=C(C)C=1.Cl.[NH:16]1[CH2:21][CH2:20][CH2:19][CH2:18][CH:17]1[CH2:22][CH2:23][CH2:24][C:25]([O:27][CH3:28])=[O:26].C1C=CC(P(C2C=CC=CC=2)C2C=CC=CC=2)=CC=1.[CH3:60][CH:59]([O:58][C:56](/N=N/[C:56]([O:58][CH:59]([CH3:61])[CH3:60])=[O:57])=[O:57])[CH3:61]. Product: [C:59]([O:58][C:56]([N:16]1[CH2:21][CH2:20][CH2:19][CH2:18][CH:17]1[CH2:22][CH2:23][CH2:24][C:25]([O:27][CH3:28])=[O:26])=[O:57])([CH3:61])([CH3:1])[CH3:60]. The catalyst class is: 1. (4) Reactant: [CH2:1]([NH:3][CH2:4][CH3:5])[CH3:2].C[Al](C)C.CO[C:12](=[O:34])[CH2:13][CH2:14][CH2:15][C:16]1[CH:25]=[CH:24][CH:23]=[C:22]2[C:17]=1[CH:18]=[CH:19][C:20]([NH:26][CH2:27][C:28]1[O:29][C:30]([CH3:33])=[CH:31][CH:32]=1)=[N:21]2. Product: [CH2:1]([N:3]([CH2:4][CH3:5])[C:12](=[O:34])[CH2:13][CH2:14][CH2:15][C:16]1[CH:25]=[CH:24][CH:23]=[C:22]2[C:17]=1[CH:18]=[CH:19][C:20]([NH:26][CH2:27][C:28]1[O:29][C:30]([CH3:33])=[CH:31][CH:32]=1)=[N:21]2)[CH3:2]. The catalyst class is: 12. (5) Reactant: O.C1(C)C=CC(S(O)(=O)=O)=CC=1.C([O:17][C:18](=[O:39])[C:19]1[CH:24]=[C:23]([C:25]([F:28])([F:27])[F:26])[C:22]([CH:29]=[CH2:30])=[CH:21][C:20]=1[NH:31]C(OC(C)(C)C)=O)(C)(C)C. Product: [NH2:31][C:20]1[CH:21]=[C:22]([CH:29]=[CH2:30])[C:23]([C:25]([F:26])([F:27])[F:28])=[CH:24][C:19]=1[C:18]([OH:39])=[O:17]. The catalyst class is: 11. (6) Reactant: Cl[C:2]1[N:10]=[CH:9][N:8]=[C:7]2[C:3]=1[N:4]=[C:5]([C:13]([O:15][CH3:16])=[O:14])[N:6]2[CH2:11][CH3:12].[NH2:17][C@H:18]1[CH2:22][CH2:21][N:20]([C:23]([O:25][C:26]([CH3:29])([CH3:28])[CH3:27])=[O:24])[CH2:19]1.C(N(CC)C(C)C)(C)C. Product: [C:26]([O:25][C:23]([N:20]1[CH2:21][CH2:22][C@H:18]([NH:17][C:2]2[N:10]=[CH:9][N:8]=[C:7]3[C:3]=2[N:4]=[C:5]([C:13]([O:15][CH3:16])=[O:14])[N:6]3[CH2:11][CH3:12])[CH2:19]1)=[O:24])([CH3:29])([CH3:27])[CH3:28]. The catalyst class is: 107. (7) Reactant: [S:1]1[CH:5]=[CH:4][CH:3]=[C:2]1[N:6]1[C:10]2[CH:11]=[C:12]([N+:23]([O-])=O)[C:13]([N+:20]([O-])=O)=[C:14]([C:15]3[S:16][CH:17]=[CH:18][CH:19]=3)[C:9]=2[NH:8][S:7]1. Product: [S:1]1[CH:5]=[CH:4][CH:3]=[C:2]1[N:6]1[C:10]2[CH:11]=[C:12]([NH2:23])[C:13]([NH2:20])=[C:14]([C:15]3[S:16][CH:17]=[CH:18][CH:19]=3)[C:9]=2[NH:8][S:7]1. The catalyst class is: 770. (8) Reactant: C(O[BH-](OC(=O)C)OC(=O)C)(=O)C.[Na+].C(O)(=O)C.[CH3:19][C:20]1[C:28]([NH2:29])=[CH:27][CH:26]=[C:25]2[C:21]=1[CH:22]=[N:23][N:24]2[CH:30]1[CH2:35][CH2:34][CH2:33][CH2:32][O:31]1.[CH2:36]([N:43]1[CH:48]2[CH2:49][CH2:50][CH:44]1[CH2:45][C:46](=O)[CH2:47]2)[C:37]1[CH:42]=[CH:41][CH:40]=[CH:39][CH:38]=1.C(=O)([O-])O.[Na+]. Product: [CH2:36]([N:43]1[CH:48]2[CH2:49][CH2:50][CH:44]1[CH2:45][CH:46]([NH:29][C:28]1[C:20]([CH3:19])=[C:21]3[C:25](=[CH:26][CH:27]=1)[N:24]([CH:30]1[CH2:35][CH2:34][CH2:33][CH2:32][O:31]1)[N:23]=[CH:22]3)[CH2:47]2)[C:37]1[CH:42]=[CH:41][CH:40]=[CH:39][CH:38]=1. The catalyst class is: 26. (9) Reactant: [Cl:1][C:2]1[CH:3]=[N:4][C:5]([N:8]2[CH2:13][CH2:12][CH:11]([C@H:14]3[CH2:16][C@H:15]3[CH2:17][CH2:18][NH2:19])[CH2:10][CH2:9]2)=[N:6][CH:7]=1.F[C:21]1[CH:26]=[CH:25][C:24]([N:27]2[CH:31]=[N:30][N:29]=[N:28]2)=[CH:23][N:22]=1.C(=O)([O-])[O-].[K+].[K+].O. Product: [Cl:1][C:2]1[CH:3]=[N:4][C:5]([N:8]2[CH2:13][CH2:12][CH:11]([C@H:14]3[CH2:16][C@H:15]3[CH2:17][CH2:18][NH:19][C:21]3[CH:26]=[CH:25][C:24]([N:27]4[CH:31]=[N:30][N:29]=[N:28]4)=[CH:23][N:22]=3)[CH2:10][CH2:9]2)=[N:6][CH:7]=1. The catalyst class is: 37. (10) Reactant: [Br:1][C:2]1[C:11]([CH3:12])=[CH:10][CH:9]=[C:8]2[C:3]=1[CH:4]=[CH:5][C:6](=[O:13])[NH:7]2.[H-].[Na+].I[CH3:17]. Product: [Br:1][C:2]1[C:11]([CH3:12])=[CH:10][CH:9]=[C:8]2[C:3]=1[CH:4]=[CH:5][C:6](=[O:13])[N:7]2[CH3:17]. The catalyst class is: 3.